From a dataset of Full USPTO retrosynthesis dataset with 1.9M reactions from patents (1976-2016). Predict the reactants needed to synthesize the given product. (1) Given the product [Br:19][C:16]1[CH:17]=[CH:18][C:13]([N:12]2[C:8]3=[N:7][CH:2]=[N:1][CH:20]=[C:9]3[CH:10]=[N:11]2)=[CH:14][CH:15]=1, predict the reactants needed to synthesize it. The reactants are: [N:1]1C=NC=N[CH:2]=1.[NH2:7][C:8]1[N:12]([C:13]2[CH:18]=[CH:17][C:16]([Br:19])=[CH:15][CH:14]=2)[N:11]=[CH:10][C:9]=1[C:20](O)=O.B(F)(F)F.CCOCC. (2) Given the product [Br:1][C:2]1[CH:3]=[C:4]([NH:9][S:11]([CH3:10])(=[O:13])=[O:12])[C:5]([Cl:8])=[N:6][CH:7]=1, predict the reactants needed to synthesize it. The reactants are: [Br:1][C:2]1[CH:3]=[C:4]([NH2:9])[C:5]([Cl:8])=[N:6][CH:7]=1.[CH3:10][S:11](Cl)(=[O:13])=[O:12].Cl. (3) Given the product [F:1][C:2]1[CH:7]=[CH:6][C:5]([C:9]2[CH:14]=[CH:13][CH:12]=[CH:11][CH:10]=2)=[CH:4][CH:3]=1, predict the reactants needed to synthesize it. The reactants are: [F:1][C:2]1[CH:7]=[CH:6][C:5](Br)=[CH:4][CH:3]=1.[C:9]1(B(O)O)[CH:14]=[CH:13][CH:12]=[CH:11][CH:10]=1. (4) Given the product [CH3:5][O:6][C:7]1[CH:12]=[C:11]([O:13][CH3:14])[CH:10]=[CH:9][C:8]=1[C:15]1([N:34]2[CH2:35][C@H:31]([F:30])[CH2:32][C@H:33]2[C:36]([N:38]([CH3:40])[CH3:39])=[O:37])[C:23]2[C:18](=[CH:19][C:20]([O:26][CH3:27])=[C:21]([O:24][CH3:25])[CH:22]=2)[NH:17][C:16]1=[O:28], predict the reactants needed to synthesize it. The reactants are: S(Cl)(Cl)=O.[CH3:5][O:6][C:7]1[CH:12]=[C:11]([O:13][CH3:14])[CH:10]=[CH:9][C:8]=1[C:15]1(O)[C:23]2[C:18](=[CH:19][C:20]([O:26][CH3:27])=[C:21]([O:24][CH3:25])[CH:22]=2)[NH:17][C:16]1=[O:28].[F:30][C@H:31]1[CH2:35][NH:34][C@H:33]([C:36]([N:38]([CH3:40])[CH3:39])=[O:37])[CH2:32]1.C(=O)([O-])[O-].[K+].[K+].